This data is from Peptide-MHC class II binding affinity with 134,281 pairs from IEDB. The task is: Regression. Given a peptide amino acid sequence and an MHC pseudo amino acid sequence, predict their binding affinity value. This is MHC class II binding data. (1) The peptide sequence is YDNDNPYRTWHYCGS. The MHC is HLA-DQA10501-DQB10402 with pseudo-sequence HLA-DQA10501-DQB10402. The binding affinity (normalized) is 0.447. (2) The peptide sequence is EYAATHNPWASQLG. The MHC is DRB1_1101 with pseudo-sequence DRB1_1101. The binding affinity (normalized) is 0.0734. (3) The peptide sequence is VIPANWKPDTVYTSK. The MHC is HLA-DQA10102-DQB10602 with pseudo-sequence HLA-DQA10102-DQB10602. The binding affinity (normalized) is 0.387. (4) The peptide sequence is VQLIAAVPGKNVVNV. The MHC is HLA-DQA10102-DQB10501 with pseudo-sequence HLA-DQA10102-DQB10501. The binding affinity (normalized) is 0.750. (5) The binding affinity (normalized) is 0.718. The MHC is DRB1_0101 with pseudo-sequence DRB1_0101. The peptide sequence is RPIFEWIEAKLSAGV. (6) The peptide sequence is SGFLGPLLVLQAGFFLLTR. The MHC is HLA-DQA10102-DQB10602 with pseudo-sequence HLA-DQA10102-DQB10602. The binding affinity (normalized) is 0.324.